This data is from Reaction yield outcomes from USPTO patents with 853,638 reactions. The task is: Predict the reaction yield, written as a fraction of the theoretical maximum amount of product (1.0 means a 100% yield; for example, 0.34 means a 34% yield). (1) The catalyst is O1CCOCC1.O.C(OCC)(=O)C.[O-]S(C(F)(F)F)(=O)=O.[Ag+]. The yield is 0.100. The product is [CH3:1][O:2][NH:3][C:4]([C:6]1[C:7](=[O:29])[C:8]2[CH:13]=[N:12][C:11]([NH:45][C:41]3[CH:42]=[CH:43][CH:44]=[C:39]([CH2:38][CH2:37][N:34]4[CH2:35][CH2:36][S:31](=[O:46])(=[O:30])[CH2:32][CH2:33]4)[CH:40]=3)=[N:10][C:9]=2[N:18]([C:20]2[CH:21]=[C:22]3[C:26](=[CH:27][CH:28]=2)[CH2:25][CH2:24][CH2:23]3)[CH:19]=1)=[O:5]. The reactants are [CH3:1][O:2][NH:3][C:4]([C:6]1[C:7](=[O:29])[C:8]2[CH:13]=[N:12][C:11](S(C)(=O)=O)=[N:10][C:9]=2[N:18]([C:20]2[CH:21]=[C:22]3[C:26](=[CH:27][CH:28]=2)[CH2:25][CH2:24][CH2:23]3)[CH:19]=1)=[O:5].[O:30]=[S:31]1(=[O:46])[CH2:36][CH2:35][N:34]([CH2:37][CH2:38][C:39]2[CH:40]=[C:41]([NH2:45])[CH:42]=[CH:43][CH:44]=2)[CH2:33][CH2:32]1. (2) The reactants are [NH2:1][C:2]1[S:3][C:4]2[CH:10]=[C:9]([O:11]C)[CH:8]=[CH:7][C:5]=2[N:6]=1.B(Br)(Br)Br. The catalyst is ClCCl. The product is [NH2:1][C:2]1[S:3][C:4]2[CH:10]=[C:9]([OH:11])[CH:8]=[CH:7][C:5]=2[N:6]=1. The yield is 0.790. (3) The reactants are Br[C:2]1[C:3]([C:8]2[C:17]3[C:12](=[CH:13][CH:14]=[CH:15][CH:16]=3)[C:11]([C:18]#[N:19])=[CH:10][CH:9]=2)=[N:4][CH:5]=[N:6][CH:7]=1.[C:20]([O:24][CH3:25])(=[O:23])[CH2:21][SH:22].C(=O)([O-])[O-].[K+].[K+]. The catalyst is CN(C=O)C. The product is [C:18]([C:11]1[C:12]2[C:17](=[CH:16][CH:15]=[CH:14][CH:13]=2)[C:8]([C:3]2[C:2]([S:22][CH2:21][C:20]([O:24][CH3:25])=[O:23])=[CH:7][N:6]=[CH:5][N:4]=2)=[CH:9][CH:10]=1)#[N:19]. The yield is 0.470. (4) The reactants are [Cl:1][C:2]1[CH:3]=[C:4]([N:10]2[CH:22]([CH:23]3[CH2:27][CH2:26][CH2:25][CH2:24]3)[CH:21]3[C:12]([C:13]4[CH:14]=[CH:15][C:16]([C:28]([O:30]C)=[O:29])=[N:17][C:18]=4[CH2:19][CH2:20]3)=[N:11]2)[CH:5]=[CH:6][C:7]=1[C:8]#[N:9].[OH-].[Na+].CO. The catalyst is O1CCCC1. The product is [Cl:1][C:2]1[CH:3]=[C:4]([N:10]2[CH:22]([CH:23]3[CH2:27][CH2:26][CH2:25][CH2:24]3)[CH:21]3[C:12]([C:13]4[CH:14]=[CH:15][C:16]([C:28]([OH:30])=[O:29])=[N:17][C:18]=4[CH2:19][CH2:20]3)=[N:11]2)[CH:5]=[CH:6][C:7]=1[C:8]#[N:9]. The yield is 0.590. (5) The reactants are [CH3:1][O:2][C:3]([C:5]1[S:6][C:7]([C:11]2[CH2:16][CH2:15][CH2:14][CH2:13][CH:12]=2)=[CH:8][C:9]=1[NH2:10])=[O:4].[O:17]=[C:18]1[N:26]2[CH:21]([CH2:22][C:23](=O)[CH2:24][CH2:25]2)[CH2:20][CH2:19]1.C([Sn](Cl)(Cl)CCCC)CCC.C1([SiH3])C=CC=CC=1. The catalyst is C1COCC1. The product is [CH3:1][O:2][C:3]([C:5]1[S:6][C:7]([C:11]2[CH2:16][CH2:15][CH2:14][CH2:13][CH:12]=2)=[CH:8][C:9]=1[NH:10][CH:23]1[CH2:22][CH:21]2[N:26]([C:18](=[O:17])[CH2:19][CH2:20]2)[CH2:25][CH2:24]1)=[O:4]. The yield is 0.900. (6) The reactants are [OH:1][C:2]1[CH:3]=[C:4]([CH:7]=[CH:8][CH:9]=1)[CH2:5][OH:6].[CH2:10](Br)[C:11]#[CH:12]. The catalyst is [OH-].[Na+]. The product is [CH2:12]([O:1][C:2]1[CH:3]=[C:4]([CH2:5][OH:6])[CH:7]=[CH:8][CH:9]=1)[C:11]#[CH:10]. The yield is 0.310.